This data is from Reaction yield outcomes from USPTO patents with 853,638 reactions. The task is: Predict the reaction yield, written as a fraction of the theoretical maximum amount of product (1.0 means a 100% yield; for example, 0.34 means a 34% yield). (1) The reactants are [CH:1]1([CH2:4][N:5]2[C:10](=[O:11])[C:9]([CH3:12])=[CH:8][NH:7][C:6]2=[O:13])[CH2:3][CH2:2]1.[CH2:14]([N:20]=[C:21]=[O:22])[CH2:15][CH2:16][CH2:17][CH2:18][CH3:19]. No catalyst specified. The product is [CH:1]1([CH2:4][N:5]2[C:10](=[O:11])[C:9]([CH3:12])=[CH:8][N:7]([C:21]([NH:20][CH2:14][CH2:15][CH2:16][CH2:17][CH2:18][CH3:19])=[O:22])[C:6]2=[O:13])[CH2:2][CH2:3]1. The yield is 0.230. (2) The reactants are [O:1]=[C:2]1[C:7]2[CH:8]=[CH:9][CH:10]=[CH:11][C:6]=2[S:5][C:4]([C:12]2[N:17]=[C:16]([CH2:18][CH2:19][C:20]([NH:22][CH2:23][C:24]([O:26]C(C)(C)C)=[O:25])=[O:21])[CH:15]=[CH:14][CH:13]=2)=[N:3]1.C(OC(C)C)(C)C. The catalyst is FC(F)(F)C(O)=O. The product is [O:1]=[C:2]1[C:7]2[CH:8]=[CH:9][CH:10]=[CH:11][C:6]=2[S:5][C:4]([C:12]2[N:17]=[C:16]([CH2:18][CH2:19][C:20]([NH:22][CH2:23][C:24]([OH:26])=[O:25])=[O:21])[CH:15]=[CH:14][CH:13]=2)=[N:3]1. The yield is 0.490. (3) The reactants are [Br:1][C:2]1[C:3]([C:24]2[CH:29]=[CH:28][N:27]=[C:26]([N:30](C(OC(C)(C)C)=O)[CH3:31])[N:25]=2)=[C:4]([C:17]2[CH:22]=[CH:21][C:20]([F:23])=[CH:19][CH:18]=2)[N:5]([Si](C(C)C)(C(C)C)C(C)C)[CH:6]=1.O1CCCC1.O.C(=O)([O-])O.[Na+]. The catalyst is Cl.O1CCOCC1. The product is [Br:1][C:2]1[C:3]([C:24]2[CH:29]=[CH:28][N:27]=[C:26]([NH:30][CH3:31])[N:25]=2)=[C:4]([C:17]2[CH:18]=[CH:19][C:20]([F:23])=[CH:21][CH:22]=2)[NH:5][CH:6]=1. The yield is 0.740.